From a dataset of Full USPTO retrosynthesis dataset with 1.9M reactions from patents (1976-2016). Predict the reactants needed to synthesize the given product. Given the product [CH2:23]([N:25]1[C:29]([O:12][CH2:11][CH2:10][CH2:9][C:8]2[C:4]([CH2:1][CH2:2][CH3:3])=[N:5][N:6]([C:13]3[CH:18]=[CH:17][C:16]([C:19]([F:21])([F:20])[F:22])=[CH:15][N:14]=3)[CH:7]=2)=[C:28]([CH2:31][C:32]([OH:34])=[O:33])[CH:27]=[N:26]1)[CH3:24], predict the reactants needed to synthesize it. The reactants are: [CH2:1]([C:4]1[C:8]([CH2:9][CH2:10][CH2:11][OH:12])=[CH:7][N:6]([C:13]2[CH:18]=[CH:17][C:16]([C:19]([F:22])([F:21])[F:20])=[CH:15][N:14]=2)[N:5]=1)[CH2:2][CH3:3].[CH2:23]([N:25]1[C:29](O)=[C:28]([CH2:31][C:32]([O:34]CC)=[O:33])[CH:27]=[N:26]1)[CH3:24].C(P(CCCC)CCCC)CCC.N(C(N1CCCCC1)=O)=NC(N1CCCCC1)=O.